Dataset: Reaction yield outcomes from USPTO patents with 853,638 reactions. Task: Predict the reaction yield, written as a fraction of the theoretical maximum amount of product (1.0 means a 100% yield; for example, 0.34 means a 34% yield). (1) The reactants are C(NC(C)C)(C)C.[CH2:8]([Li])[CH2:9][CH2:10][CH3:11].[Si](C=[N+]=[N-])(C)(C)C.[F:20][C:21]1[C:22]([CH2:31][CH2:32][CH3:33])=C(C=[CH:27][C:28]=1[O:29][CH3:30])C=O. The catalyst is O1CCCC1. The product is [C:10]([C:9]1[CH:8]=[CH:27][C:28]([O:29][CH3:30])=[C:21]([F:20])[C:22]=1[CH2:31][CH2:32][CH3:33])#[CH:11]. The yield is 0.312. (2) The reactants are C([O-])(O)=O.[Na+].[CH3:6][O:7][CH2:8][CH2:9][O:10][CH2:11][C:12]([C:15]1[CH:20]=[CH:19][C:18]([NH2:21])=[CH:17][C:16]=1[N+:22]([O-:24])=[O:23])([CH3:14])[CH3:13].[C:25](Cl)(=[O:27])[CH3:26].O. The catalyst is ClCCl. The product is [CH3:6][O:7][CH2:8][CH2:9][O:10][CH2:11][C:12]([C:15]1[CH:20]=[CH:19][C:18]([NH:21][C:25](=[O:27])[CH3:26])=[CH:17][C:16]=1[N+:22]([O-:24])=[O:23])([CH3:14])[CH3:13]. The yield is 0.870.